From a dataset of Forward reaction prediction with 1.9M reactions from USPTO patents (1976-2016). Predict the product of the given reaction. (1) Given the reactants [CH2:1]([O:8][C:9]1[C:14](=[O:15])[CH:13]=[C:12]([CH2:16][NH:17][S:18]([C:21]2[CH:26]=[CH:25][CH:24]=[C:23]([Cl:27])[CH:22]=2)(=[O:20])=[O:19])O[C:10]=1[C:28]([OH:30])=[O:29])[C:2]1[CH:7]=[CH:6][CH:5]=[CH:4][CH:3]=1.C1(S(C(N)C2[N:46](C)[C:45](C(O)=O)=C(OCC3C=CC=CC=3)C(=O)C=2)(=O)=O)C=CC=CC=1, predict the reaction product. The product is: [CH2:1]([O:8][C:9]1[C:14](=[O:15])[CH:13]=[C:12]([CH2:16][NH:17][S:18]([C:21]2[CH:26]=[CH:25][CH:24]=[C:23]([Cl:27])[CH:22]=2)(=[O:20])=[O:19])[N:46]([CH3:45])[C:10]=1[C:28]([OH:30])=[O:29])[C:2]1[CH:7]=[CH:6][CH:5]=[CH:4][CH:3]=1. (2) The product is: [F:1][C:2]1[CH:3]=[C:4]2[C:9](=[CH:10][CH:11]=1)[CH:8]=[C:7]([C:12]([Cl:18])=[O:14])[CH:6]=[CH:5]2. Given the reactants [F:1][C:2]1[CH:3]=[C:4]2[C:9](=[CH:10][CH:11]=1)[CH:8]=[C:7]([C:12]([OH:14])=O)[CH:6]=[CH:5]2.C(Cl)(=O)C([Cl:18])=O, predict the reaction product.